Dataset: Reaction yield outcomes from USPTO patents with 853,638 reactions. Task: Predict the reaction yield, written as a fraction of the theoretical maximum amount of product (1.0 means a 100% yield; for example, 0.34 means a 34% yield). (1) The reactants are [CH3:1][O:2][N:3]([CH3:15])[C:4]([C:6]1[NH:7][C:8]2[C:13]([CH:14]=1)=[CH:12][CH:11]=[CH:10][CH:9]=2)=[O:5].[F:16][C:17]1[CH:18]=[C:19](B(O)O)[CH:20]=[CH:21][CH:22]=1.N1C=CC=CC=1. The catalyst is C(Cl)Cl. The product is [F:16][C:17]1[CH:22]=[C:21]([N:7]2[C:8]3[C:13](=[CH:12][CH:11]=[CH:10][CH:9]=3)[CH:14]=[C:6]2[C:4]([N:3]([O:2][CH3:1])[CH3:15])=[O:5])[CH:20]=[CH:19][CH:18]=1. The yield is 0.460. (2) The reactants are [NH2:1][CH2:2][CH2:3][NH:4][C:5]([C:7]1[C:8]([C:18]([F:21])([F:20])[F:19])=[N:9][N:10]([C:12]2[CH:17]=[CH:16][CH:15]=[CH:14][CH:13]=2)[CH:11]=1)=[O:6].C(N(CC)CC)C.Cl[C:30]([O:32][C:33]1[CH:38]=[CH:37][CH:36]=[CH:35][CH:34]=1)=[O:31]. The catalyst is C(Cl)Cl. The product is [C:12]1([N:10]2[CH:11]=[C:7]([C:5]([NH:4][CH2:3][CH2:2][NH:1][C:30](=[O:31])[O:32][C:33]3[CH:38]=[CH:37][CH:36]=[CH:35][CH:34]=3)=[O:6])[C:8]([C:18]([F:20])([F:21])[F:19])=[N:9]2)[CH:17]=[CH:16][CH:15]=[CH:14][CH:13]=1. The yield is 0.840. (3) The reactants are [CH2:1]([O:19][C@H:20]1[C@H:24]([O:25][CH2:26][CH2:27][CH2:28][CH2:29][CH2:30][CH2:31][CH2:32][CH2:33]/[CH:34]=[CH:35]\[CH2:36]/[CH:37]=[CH:38]\[CH2:39][CH2:40][CH2:41][CH2:42][CH3:43])[CH2:23][NH:22][CH2:21]1)[CH2:2][CH2:3][CH2:4][CH2:5][CH2:6][CH2:7][CH2:8]/[CH:9]=[CH:10]\[CH2:11]/[CH:12]=[CH:13]\[CH2:14][CH2:15][CH2:16][CH2:17][CH3:18].C=O.[C:46](O[BH-](OC(=O)C)OC(=O)C)(=O)C.[Na+]. The catalyst is ClCCCl.CO. The product is [CH3:46][N:22]1[CH2:23][C@@H:24]([O:25][CH2:26][CH2:27][CH2:28][CH2:29][CH2:30][CH2:31][CH2:32][CH2:33]/[CH:34]=[CH:35]\[CH2:36]/[CH:37]=[CH:38]\[CH2:39][CH2:40][CH2:41][CH2:42][CH3:43])[C@H:20]([O:19][CH2:1][CH2:2][CH2:3][CH2:4][CH2:5][CH2:6][CH2:7][CH2:8]/[CH:9]=[CH:10]\[CH2:11]/[CH:12]=[CH:13]\[CH2:14][CH2:15][CH2:16][CH2:17][CH3:18])[CH2:21]1. The yield is 0.974. (4) The reactants are [C:1]([C:3]1[C:4]([C:20]([F:23])([F:22])[F:21])=[C:5]2[C:9](=[CH:10][CH:11]=1)[N:8]([CH2:12][C:13](=[NH:16])[NH:14][OH:15])[C:7]([CH2:17][CH2:18][CH3:19])=[CH:6]2)#[N:2].[CH3:24][S:25][C:26]1[CH:34]=[CH:33][CH:32]=[CH:31][C:27]=1[C:28](O)=O.CN(C(ON1N=NC2C=CC=NC1=2)=[N+](C)C)C.F[P-](F)(F)(F)(F)F.C(N(CC)CC)C. The catalyst is CN(C=O)C. The product is [CH3:24][S:25][C:26]1[CH:34]=[CH:33][CH:32]=[CH:31][C:27]=1[C:28]1[O:15][N:14]=[C:13]([CH2:12][N:8]2[C:9]3[C:5](=[C:4]([C:20]([F:22])([F:23])[F:21])[C:3]([C:1]#[N:2])=[CH:11][CH:10]=3)[CH:6]=[C:7]2[CH2:17][CH2:18][CH3:19])[N:16]=1. The yield is 0.300. (5) The reactants are Br[C:2]1[CH:3]=[C:4]([CH:7]=[CH:8][CH:9]=1)[CH:5]=[O:6].C([O-])([O-])=O.[Na+].[Na+].[N+:16]([C:19]1[CH:24]=[CH:23][C:22](B(O)O)=[CH:21][CH:20]=1)([O-:18])=[O:17]. The catalyst is CN(C=O)C.O.C([O-])(=O)C.[Pd+2].C([O-])(=O)C. The product is [N+:16]([C:19]1[CH:24]=[CH:23][C:22]([C:2]2[CH:9]=[CH:8][CH:7]=[C:4]([CH:5]=[O:6])[CH:3]=2)=[CH:21][CH:20]=1)([O-:18])=[O:17]. The yield is 0.470. (6) The product is [Br:1][C:13]1[CH:12]=[N:11][C:9]2[NH:10][C@@H:4]([CH3:3])[C:5](=[O:15])[NH:6][CH2:7][C:8]=2[CH:14]=1. The catalyst is C(O)(=O)C. The reactants are [Br:1]Br.[CH3:3][C@@H:4]1[NH:10][C:9]2[N:11]=[CH:12][CH:13]=[CH:14][C:8]=2[CH2:7][NH:6][C:5]1=[O:15]. The yield is 0.710. (7) The reactants are [C:1]1([S:7]([C:10]([CH:29]2[CH2:41][C:32]3[NH:33][C:34]4[CH:35]=[CH:36][C:37]([Cl:40])=[CH:38][C:39]=4[C:31]=3[CH2:30]2)([F:28])[C:11]2[O:15][N:14]=[C:13]([CH2:16][N:17]3C(=O)C4C(=CC=CC=4)C3=O)[N:12]=2)(=[O:9])=[O:8])[CH:6]=[CH:5][CH:4]=[CH:3][CH:2]=1.NN. The catalyst is CCO. The product is [C:1]1([S:7]([C:10]([CH:29]2[CH2:41][C:32]3[NH:33][C:34]4[CH:35]=[CH:36][C:37]([Cl:40])=[CH:38][C:39]=4[C:31]=3[CH2:30]2)([F:28])[C:11]2[O:15][N:14]=[C:13]([CH2:16][NH2:17])[N:12]=2)(=[O:9])=[O:8])[CH:2]=[CH:3][CH:4]=[CH:5][CH:6]=1. The yield is 0.640.